This data is from Full USPTO retrosynthesis dataset with 1.9M reactions from patents (1976-2016). The task is: Predict the reactants needed to synthesize the given product. (1) Given the product [CH3:1][S:2]([C:5]1[CH:10]=[CH:9][C:8]([O:20][C:18]2[CH:19]=[C:14]([Cl:13])[CH:15]=[CH:16][C:17]=2[O:21][CH3:22])=[C:7]([Cl:12])[CH:6]=1)(=[O:4])=[O:3], predict the reactants needed to synthesize it. The reactants are: [CH3:1][S:2]([C:5]1[CH:10]=[CH:9][C:8](F)=[C:7]([Cl:12])[CH:6]=1)(=[O:4])=[O:3].[Cl:13][C:14]1[CH:15]=[CH:16][C:17]([O:21][CH3:22])=[C:18]([OH:20])[CH:19]=1. (2) Given the product [CH3:12][CH2:11][CH2:10][CH2:9][CH2:8][CH2:7][CH2:6][CH2:5][CH2:4][CH2:3][CH2:2][C:1]([O:20][CH2:21][C@@H:22]([O:23][C:24]([CH2:25][CH2:26][CH2:27][CH2:28][CH2:29][CH2:30][CH2:31][CH2:32][CH2:33][CH2:34][CH3:35])=[O:42])[CH2:43][O:44][P:45]([O:48][CH2:49][CH2:50][N+:51]([CH3:52])([CH3:54])[CH3:53])([O-:47])=[O:46])=[O:19], predict the reactants needed to synthesize it. The reactants are: [C:1]([O:20][CH2:21][C@H:22]([CH2:43][O:44][P:45]([O:48][CH2:49][CH2:50][N+:51]([CH3:54])([CH3:53])[CH3:52])([OH:47])=[O:46])[O:23][C:24](=[O:42])[CH2:25][CH2:26][CH2:27][CH2:28][CH2:29][CH2:30][CH2:31]/[CH:32]=[CH:33]\[CH2:34][CH2:35]CCCCCC)(=[O:19])[CH2:2][CH2:3][CH2:4][CH2:5][CH2:6][CH2:7][CH2:8]/[CH:9]=[CH:10]\[CH2:11][CH2:12]CCCCCC. (3) Given the product [C:8]([O:12][C:13]([N:15]1[CH2:19][CH2:18][CH2:17][C@@H:16]1[CH2:20][N:3]1[CH:7]=[CH:6][CH:5]=[N:4]1)=[O:14])([CH3:11])([CH3:9])[CH3:10], predict the reactants needed to synthesize it. The reactants are: [H-].[Na+].[NH:3]1[CH:7]=[CH:6][CH:5]=[N:4]1.[C:8]([O:12][C:13]([N:15]1[CH2:19][CH2:18][CH2:17][C@@H:16]1[CH2:20]OS(C)(=O)=O)=[O:14])([CH3:11])([CH3:10])[CH3:9].O. (4) Given the product [BrH:1].[Cl:14][C:13]1[C:7]2[CH:6]=[C:5]([C:3]3[N:18]4[CH2:19][CH2:20][N:16]=[C:17]4[S:21][C:2]=3[CH3:15])[S:9][C:8]=2[CH:10]=[CH:11][CH:12]=1, predict the reactants needed to synthesize it. The reactants are: [Br:1][CH:2]([CH3:15])[C:3]([C:5]1[S:9][C:8]2[CH:10]=[CH:11][CH:12]=[C:13]([Cl:14])[C:7]=2[CH:6]=1)=O.[NH:16]1[CH2:20][CH2:19][NH:18][C:17]1=[S:21].C(O)C. (5) Given the product [CH2:23]([C:24]1[O:1][N:2]=[C:3]([C:4]2[CH:5]=[CH:6][C:7]([N+:10]([O-:12])=[O:11])=[CH:8][CH:9]=2)[N:13]=1)[C:22]([CH3:28])([CH3:27])[CH3:21], predict the reactants needed to synthesize it. The reactants are: [OH:1]/[N:2]=[C:3](\[NH2:13])/[C:4]1[CH:9]=[CH:8][C:7]([N+:10]([O-:12])=[O:11])=[CH:6][CH:5]=1.CN1CCOCC1.[CH3:21][C:22]([CH3:28])([CH3:27])[CH2:23][C:24](Cl)=O.[F-].C([N+](CCCC)(CCCC)CCCC)CCC.